From a dataset of Full USPTO retrosynthesis dataset with 1.9M reactions from patents (1976-2016). Predict the reactants needed to synthesize the given product. Given the product [CH3:1][O:2][C:3]1[CH:18]=[CH:17][C:6]2[CH2:7][CH:8]([C:13]([OH:15])=[O:14])[CH2:9][C:10](=[O:12])[NH:11][C:5]=2[CH:4]=1, predict the reactants needed to synthesize it. The reactants are: [CH3:1][O:2][C:3]1[CH:18]=[CH:17][C:6]2[CH2:7][CH:8]([C:13]([O:15]C)=[O:14])[CH2:9][C:10](=[O:12])[NH:11][C:5]=2[CH:4]=1.[OH-].[Na+].Cl.